Dataset: Catalyst prediction with 721,799 reactions and 888 catalyst types from USPTO. Task: Predict which catalyst facilitates the given reaction. (1) Reactant: [C:1]1([S:7]([N:10]2[C:18]3[C:13](=[C:14]([O:19][CH2:20][CH2:21][NH2:22])[CH:15]=[CH:16][CH:17]=3)[CH:12]=[CH:11]2)(=[O:9])=[O:8])[CH:6]=[CH:5][CH:4]=[CH:3][CH:2]=1.[ClH:23]. Product: [ClH:23].[C:1]1([S:7]([N:10]2[C:18]3[C:13](=[C:14]([O:19][CH2:20][CH2:21][NH2:22])[CH:15]=[CH:16][CH:17]=3)[CH:12]=[CH:11]2)(=[O:9])=[O:8])[CH:2]=[CH:3][CH:4]=[CH:5][CH:6]=1. The catalyst class is: 698. (2) Reactant: [C:1]([O:5][C:6]([N:8]1[CH2:12][C@H:11]([O:13][C:14]2[C:23]3[C:18](=[CH:19][C:20]([O:24][CH3:25])=[CH:21][CH:22]=3)[N:17]=[C:16]([C:26]3[CH:31]=[CH:30][CH:29]=[CH:28][CH:27]=3)[CH:15]=2)[CH2:10][C@H:9]1[C:32](=[O:64])[NH:33][C@:34]1([C:39]([NH:41][S:42]([C:45]2[CH:50]=[CH:49][CH:48]=[CH:47][C:46]=2[NH:51][CH2:52][CH2:53][CH2:54][CH2:55][CH2:56][CH2:57][CH2:58][CH2:59][C:60]([O:62]C)=[O:61])(=[O:44])=[O:43])=[O:40])[CH2:36][C@H:35]1[CH:37]=[CH2:38])=[O:7])([CH3:4])([CH3:3])[CH3:2].[Li+].[OH-]. Product: [C:1]([O:5][C:6]([N:8]1[CH2:12][C@H:11]([O:13][C:14]2[C:23]3[C:18](=[CH:19][C:20]([O:24][CH3:25])=[CH:21][CH:22]=3)[N:17]=[C:16]([C:26]3[CH:31]=[CH:30][CH:29]=[CH:28][CH:27]=3)[CH:15]=2)[CH2:10][C@H:9]1[C:32](=[O:64])[NH:33][C@:34]1([C:39]([NH:41][S:42]([C:45]2[CH:50]=[CH:49][CH:48]=[CH:47][C:46]=2[NH:51][CH2:52][CH2:53][CH2:54][CH2:55][CH2:56][CH2:57][CH2:58][CH2:59][C:60]([OH:62])=[O:61])(=[O:44])=[O:43])=[O:40])[CH2:36][C@H:35]1[CH:37]=[CH2:38])=[O:7])([CH3:2])([CH3:3])[CH3:4]. The catalyst class is: 87. (3) Reactant: [OH:1][C:2]1[C:3]2[N:4]([C:15]([CH3:19])=[C:16]([CH3:18])[N:17]=2)[CH:5]=[C:6]([N:8]2[CH:13]=[CH:12][CH:11]=[CH:10][C:9]2=[O:14])[CH:7]=1.Br[CH2:21][C:22]1[CH:27]=[CH:26][CH:25]=[CH:24][C:23]=1[CH2:28][CH3:29].C(=O)([O-])[O-].[K+].[K+]. Product: [CH2:28]([C:23]1[CH:24]=[CH:25][CH:26]=[CH:27][C:22]=1[CH2:21][O:1][C:2]1[C:3]2[N:4]([C:15]([CH3:19])=[C:16]([CH3:18])[N:17]=2)[CH:5]=[C:6]([N:8]2[CH:13]=[CH:12][CH:11]=[CH:10][C:9]2=[O:14])[CH:7]=1)[CH3:29]. The catalyst class is: 9. (4) Reactant: [Br:1][C:2]1[CH:7]=[CH:6][CH:5]=[CH:4][C:3]=1/[CH:8]=[CH:9]/[C:10]([OH:12])=O.Cl.CN(C)CCCN=C=NCC.O.ON1C2C=CC=CC=2N=N1.[NH2:36][CH2:37][CH2:38][CH2:39][CH2:40][OH:41]. Product: [Br:1][C:2]1[CH:7]=[CH:6][CH:5]=[CH:4][C:3]=1[CH:8]=[CH:9][C:10]([NH:36][CH2:37][CH2:38][CH2:39][CH2:40][OH:41])=[O:12]. The catalyst class is: 124.